Dataset: Retrosynthesis with 50K atom-mapped reactions and 10 reaction types from USPTO. Task: Predict the reactants needed to synthesize the given product. (1) Given the product ClCCCN1CC2CCCC2C1, predict the reactants needed to synthesize it. The reactants are: C1CC2CNCC2C1.ClCCCBr. (2) Given the product [N-]=[N+]=NCc1ccc(SCCl)cc1, predict the reactants needed to synthesize it. The reactants are: CSc1ccc(CN=[N+]=[N-])cc1.ClCCl. (3) Given the product CCOC(=O)N1CCn2c(nc(-c3ccncn3)cc2=O)C(NC(=O)c2ccc(Cl)cc2OC)C1, predict the reactants needed to synthesize it. The reactants are: CCOC(=O)N1CCn2c(nc(-c3ccncn3)cc2=O)C(N)C1.COc1cc(Cl)ccc1C(=O)O.